From a dataset of Full USPTO retrosynthesis dataset with 1.9M reactions from patents (1976-2016). Predict the reactants needed to synthesize the given product. (1) Given the product [CH:8]1([C:11]2[C:15]([O:16][C:17]3[CH:24]=[C:23]([CH3:25])[C:20]([C:21]#[N:22])=[C:19]([CH3:26])[CH:18]=3)=[C:14]([CH3:27])[N:13]([CH2:28][C:29]3[NH:7][N:6]=[N:5][CH:30]=3)[N:12]=2)[CH2:9][CH2:10]1, predict the reactants needed to synthesize it. The reactants are: C[Si]([N:5]=[N+:6]=[N-:7])(C)C.[CH:8]1([C:11]2[C:15]([O:16][C:17]3[CH:24]=[C:23]([CH3:25])[C:20]([C:21]#[N:22])=[C:19]([CH3:26])[CH:18]=3)=[C:14]([CH3:27])[N:13]([CH2:28][C:29]#[CH:30])[N:12]=2)[CH2:10][CH2:9]1. (2) Given the product [CH3:23][N:24]([CH2:26][C:7]1[C:8]2[C:13](=[CH:12][CH:11]=[C:10]([O:16][C:17]3[CH:22]=[CH:21][CH:20]=[CH:19][CH:18]=3)[CH:9]=2)[C:14]([OH:15])=[C:5]([C:3]([O:2][CH3:1])=[O:4])[N:6]=1)[CH3:25], predict the reactants needed to synthesize it. The reactants are: [CH3:1][O:2][C:3]([C:5]1[N:6]=[CH:7][C:8]2[C:13]([C:14]=1[OH:15])=[CH:12][CH:11]=[C:10]([O:16][C:17]1[CH:22]=[CH:21][CH:20]=[CH:19][CH:18]=1)[CH:9]=2)=[O:4].[CH3:23][N:24]([CH2:26]N(C)C)[CH3:25]. (3) Given the product [CH3:26][O:27][C:28]1[CH:33]=[CH:32][C:31]([C@@H:34]([NH:36][C@@H:23]2[C:24]3[N:15]=[CH:16][CH:17]=[CH:18][C:19]=3[CH2:20][CH2:21][CH2:22]2)[CH3:35])=[CH:30][CH:29]=1, predict the reactants needed to synthesize it. The reactants are: C(O[BH-](OC(=O)C)OC(=O)C)(=O)C.[Na+].[N:15]1[C:24]2[C:23](=O)[CH2:22][CH2:21][CH2:20][C:19]=2[CH:18]=[CH:17][CH:16]=1.[CH3:26][O:27][C:28]1[CH:33]=[CH:32][C:31]([C@@H:34]([NH2:36])[CH3:35])=[CH:30][CH:29]=1. (4) Given the product [OH:22][CH2:21][C@@H:12]1[CH2:11][C@H:10]2[CH2:23][C@@:9]32[C@H:8]2[C@H:17]([CH2:16][CH2:15][C@:13]13[CH3:14])[C:18]1[CH2:19][CH2:20][C:3](=[O:2])[CH2:4][C:5]=1[CH2:6][C@H:7]2[CH3:24], predict the reactants needed to synthesize it. The reactants are: C[O:2][C:3]1[CH2:4][C:5]2[CH2:6][C@@H:7]([CH3:24])[C@@H:8]3[C@@H:17]([C:18]=2[CH2:19][CH:20]=1)[CH2:16][CH2:15][C@@:13]1([CH3:14])[C@:9]23[CH2:23][C@@H:10]2[CH2:11][C@H:12]1[CH2:21][OH:22].C(O)(=O)C(O)=O.C(=O)([O-])O.[Na+]. (5) Given the product [F:1][C:2]1[CH:3]=[CH:4][C:5]([O:27][CH3:28])=[C:6]([C:8]2[CH:13]=[CH:12][N:11]=[C:10]3[NH:14][C:15]([C:17]4[CH2:22][CH2:21][CH:20]([C:23]5[O:24][C:34](=[O:35])[NH:26][N:25]=5)[CH2:19][CH:18]=4)=[CH:16][C:9]=23)[CH:7]=1, predict the reactants needed to synthesize it. The reactants are: [F:1][C:2]1[CH:3]=[CH:4][C:5]([O:27][CH3:28])=[C:6]([C:8]2[CH:13]=[CH:12][N:11]=[C:10]3[NH:14][C:15]([C:17]4[CH2:22][CH2:21][CH:20]([C:23]([NH:25][NH2:26])=[O:24])[CH2:19][CH:18]=4)=[CH:16][C:9]=23)[CH:7]=1.N1([C:34](N2C=CN=C2)=[O:35])C=CN=C1.C(N(C(C)C)C(C)C)C. (6) Given the product [Cl:18][C:19]1[CH:24]=[CH:23][C:22]([C:2]2[C:10]3[N:9]4[CH2:11][CH2:12][CH2:13][NH:14][C:15](=[O:16])[C:8]4=[CH:7][C:6]=3[CH:5]=[C:4]([CH3:17])[CH:3]=2)=[CH:21][CH:20]=1, predict the reactants needed to synthesize it. The reactants are: Br[C:2]1[C:10]2[N:9]3[CH2:11][CH2:12][CH2:13][NH:14][C:15](=[O:16])[C:8]3=[CH:7][C:6]=2[CH:5]=[C:4]([CH3:17])[CH:3]=1.[Cl:18][C:19]1[CH:24]=[CH:23][C:22](B(O)O)=[CH:21][CH:20]=1.